From a dataset of Forward reaction prediction with 1.9M reactions from USPTO patents (1976-2016). Predict the product of the given reaction. Given the reactants [F:1][C:2]1[CH:23]=[CH:22][CH:21]=[C:20]([F:24])[C:3]=1[CH2:4][O:5][C:6]1[C:7]2[N:8]([C:13]([C:17]([OH:19])=O)=[C:14]([CH3:16])[N:15]=2)[CH:9]=[C:10]([CH3:12])[CH:11]=1.CN(C(ON1N=NC2C=CC=NC1=2)=[N+](C)C)C.F[P-](F)(F)(F)(F)F.C(N(CC)C(C)C)(C)C.[NH2:58][C@H:59]1[C@@H:63]([F:64])[CH2:62][N:61]([C:65]([O:67][C:68]([CH3:71])([CH3:70])[CH3:69])=[O:66])[CH2:60]1.[C:72]([OH:78])([C:74]([F:77])([F:76])[F:75])=[O:73], predict the reaction product. The product is: [F:75][C:74]([F:77])([F:76])[C:72]([OH:78])=[O:73].[F:24][C:20]1[CH:21]=[CH:22][CH:23]=[C:2]([F:1])[C:3]=1[CH2:4][O:5][C:6]1[C:7]2[N:8]([C:13]([C:17]([NH:58][CH:59]3[CH:63]([F:64])[CH2:62][N:61]([C:65]([O:67][C:68]([CH3:71])([CH3:70])[CH3:69])=[O:66])[CH2:60]3)=[O:19])=[C:14]([CH3:16])[N:15]=2)[CH:9]=[C:10]([CH3:12])[CH:11]=1.